From a dataset of Reaction yield outcomes from USPTO patents with 853,638 reactions. Predict the reaction yield, written as a fraction of the theoretical maximum amount of product (1.0 means a 100% yield; for example, 0.34 means a 34% yield). (1) The reactants are [CH2:1]([O:3][C:4]([C:6]1[C:7](O)=[N:8][C:9]2[C:14]([C:15]=1[CH3:16])=[CH:13][CH:12]=[C:11]([C:17]([F:20])([F:19])[F:18])[CH:10]=2)=[O:5])[CH3:2].O=P(Cl)(Cl)[Cl:24]. The catalyst is CCOC(C)=O.C([O-])(O)=O.[Na+]. The product is [CH2:1]([O:3][C:4]([C:6]1[C:7]([Cl:24])=[N:8][C:9]2[C:14]([C:15]=1[CH3:16])=[CH:13][CH:12]=[C:11]([C:17]([F:20])([F:19])[F:18])[CH:10]=2)=[O:5])[CH3:2]. The yield is 0.970. (2) The reactants are [NH2:1][C:2]1[N:7]=[CH:6][C:5]([C:8]2[N:13]=[C:12]([N:14]3[CH2:18][CH:17]4[CH2:19][CH:15]3[CH2:16]4)[N:11]=[C:10]([N:20]3[CH2:25][C@@H:24]4[CH2:26][C@H:21]3[CH2:22][N:23]4C(OC(C)(C)C)=O)[CH:9]=2)=[CH:4][C:3]=1[C:34]([F:37])([F:36])[F:35].FC(F)(F)C(O)=O. The catalyst is ClCCl. The product is [CH:15]12[CH2:16][CH:17]([CH2:19]1)[CH2:18][N:14]2[C:12]1[N:13]=[C:8]([C:5]2[CH:4]=[C:3]([C:34]([F:37])([F:36])[F:35])[C:2]([NH2:1])=[N:7][CH:6]=2)[CH:9]=[C:10]([N:20]2[CH2:25][C@@H:24]3[CH2:26][C@H:21]2[CH2:22][NH:23]3)[N:11]=1. The yield is 0.750. (3) The reactants are [NH2:1][C:2]1[C:7]2=[C:8]([C:23]3[CH:24]=[CH:25][C:26]4[C:30]([CH:31]=3)=[N:29][N:28]([CH2:32][C:33]3[CH:38]=[CH:37][CH:36]=[CH:35][CH:34]=3)[CH:27]=4)[CH:9]=[C:10]([CH:11]3[CH2:15][CH2:14][N:13](C(OC(C)(C)C)=O)[CH2:12]3)[N:6]2[N:5]=[CH:4][N:3]=1.FC(F)(F)C(O)=O. The catalyst is ClCCl. The product is [CH2:32]([N:28]1[CH:27]=[C:26]2[C:30]([CH:31]=[C:23]([C:8]3[CH:9]=[C:10]([CH:11]4[CH2:15][CH2:14][NH:13][CH2:12]4)[N:6]4[C:7]=3[C:2]([NH2:1])=[N:3][CH:4]=[N:5]4)[CH:24]=[CH:25]2)=[N:29]1)[C:33]1[CH:34]=[CH:35][CH:36]=[CH:37][CH:38]=1. The yield is 0.950. (4) The reactants are [Br:1]Br.[CH3:3][C:4]1[S:5][CH:6]=[C:7]([C:9]2[CH:14]=[CH:13][C:12]([N+:15]([O-:17])=[O:16])=[CH:11][CH:10]=2)[N:8]=1. The catalyst is C(Cl)(Cl)Cl. The product is [Br:1][C:6]1[S:5][C:4]([CH3:3])=[N:8][C:7]=1[C:9]1[CH:10]=[CH:11][C:12]([N+:15]([O-:17])=[O:16])=[CH:13][CH:14]=1. The yield is 0.600. (5) The reactants are [CH3:1][O:2][C:3](=[O:22])[C:4]1[CH:9]=[C:8]([N+:10]([O-])=O)[C:7]([NH2:13])=[C:6]([F:14])[C:5]=1[NH:15][C:16]1[CH:21]=[CH:20][CH:19]=[CH:18][CH:17]=1.C([O-])=O.[NH4+]. The catalyst is C(O)C.[OH-].[OH-].[Pd+2]. The product is [CH3:1][O:2][C:3](=[O:22])[C:4]1[CH:9]=[C:8]([NH2:10])[C:7]([NH2:13])=[C:6]([F:14])[C:5]=1[NH:15][C:16]1[CH:17]=[CH:18][CH:19]=[CH:20][CH:21]=1. The yield is 0.930. (6) The reactants are O[CH2:2][CH:3]1[CH2:12][CH2:11][C:10]2[C:5](=[CH:6][CH:7]=[C:8]([O:13][CH3:14])[CH:9]=2)[C:4]1=[O:15].P(Br)(Br)[Br:17]. The catalyst is C1(C)C=CC=CC=1. The product is [Br:17][CH2:2][CH:3]1[CH2:12][CH2:11][C:10]2[C:5](=[CH:6][CH:7]=[C:8]([O:13][CH3:14])[CH:9]=2)[C:4]1=[O:15]. The yield is 1.00. (7) The reactants are [CH3:1][C:2]1[CH:13]=[C:5]2[N:6]=[CH:7][C:8]([C:10](N)=[O:11])=[CH:9][N:4]2[N:3]=1.[OH-:14].[Na+].O. The catalyst is C(O)C. The product is [CH3:1][C:2]1[CH:13]=[C:5]2[N:6]=[CH:7][C:8]([C:10]([OH:14])=[O:11])=[CH:9][N:4]2[N:3]=1. The yield is 0.630. (8) The reactants are [CH2:1]([Mg]Br)[CH3:2].[Cl:5][C:6]1[CH:11]=[C:10]([Cl:12])[CH:9]=[CH:8][C:7]=1[N:13]1[C:18]2=[N:19][C:20]3[C:21](=[C:22]([C:26]#N)[CH:23]=[CH:24][CH:25]=3)[N:17]2[CH2:16][CH2:15][CH2:14]1.[BH4-].[Na+].[C:30]([BH3-])#[N:31].[Na+].O1CCC[CH2:35]1. The catalyst is C(=O)([O-])O.[Na+]. The product is [Cl:5][C:6]1[CH:11]=[C:10]([Cl:12])[CH:9]=[CH:8][C:7]=1[N:13]1[C:18]2=[N:19][C:20]3[CH:25]=[CH:24][CH:23]=[C:22]([CH:26]([N:31]([CH3:30])[CH3:35])[CH2:1][CH3:2])[C:21]=3[N:17]2[CH2:16][CH2:15][CH2:14]1. The yield is 0.180. (9) The reactants are [C:1]([O:5][C:6]([NH:8][C@H:9]([CH2:21][C:22]1[CH:27]=[C:26]([F:28])[C:25]([F:29])=[CH:24][C:23]=1[F:30])[CH2:10][C:11]([N:13]1[CH2:17][CH2:16][S:15][CH:14]1[C:18]([OH:20])=O)=[O:12])=[O:7])([CH3:4])([CH3:3])[CH3:2].[NH2:31][CH2:32][C:33]1[CH:45]=[CH:44][C:36]([O:37][CH2:38][C:39]([O:41][CH2:42][CH3:43])=[O:40])=[CH:35][CH:34]=1.Cl.CCN=C=NCCCN(C)C.CCN(CC)CC. The catalyst is C(Cl)Cl. The product is [C:1]([O:5][C:6]([NH:8][CH:9]([CH2:21][C:22]1[CH:27]=[C:26]([F:28])[C:25]([F:29])=[CH:24][C:23]=1[F:30])[CH2:10][C:11]([N:13]1[CH2:17][CH2:16][S:15][C@@H:14]1[C:18]([NH:31][CH2:32][C:33]1[CH:45]=[CH:44][C:36]([O:37][CH2:38][C:39]([O:41][CH2:42][CH3:43])=[O:40])=[CH:35][CH:34]=1)=[O:20])=[O:12])=[O:7])([CH3:3])([CH3:4])[CH3:2]. The yield is 0.270.